Dataset: Catalyst prediction with 721,799 reactions and 888 catalyst types from USPTO. Task: Predict which catalyst facilitates the given reaction. (1) Reactant: [CH3:1][NH:2][CH:3]([CH3:5])[CH3:4].C([Li])CCC.F[C:12]1[N:17]=[CH:16][C:15]([C:18]2[C:22]([CH2:23][N:24]([CH3:36])[CH2:25][CH2:26][N:27]([CH3:35])[C:28](=[O:34])[O:29][C:30]([CH3:33])([CH3:32])[CH3:31])=[CH:21][N:20]([CH:37]3[CH2:42][CH2:41][CH2:40][CH2:39][O:38]3)[N:19]=2)=[CH:14][CH:13]=1. Product: [CH:3]([N:2]([CH3:1])[C:12]1[N:17]=[CH:16][C:15]([C:18]2[C:22]([CH2:23][N:24]([CH3:36])[CH2:25][CH2:26][N:27]([CH3:35])[C:28](=[O:34])[O:29][C:30]([CH3:33])([CH3:32])[CH3:31])=[CH:21][N:20]([CH:37]3[CH2:42][CH2:41][CH2:40][CH2:39][O:38]3)[N:19]=2)=[CH:14][CH:13]=1)([CH3:5])[CH3:4]. The catalyst class is: 1. (2) Reactant: [Cl:1][C:2]1[C:3]([C:12]2([CH:15]=[N:16]S(C(C)(C)C)=O)[CH2:14][CH2:13]2)=[N:4][CH:5]=[C:6]([C:8]([F:11])([F:10])[F:9])[CH:7]=1.[CH3:23][Mg]Br.[Cl-].[NH4+]. Product: [Cl:1][C:2]1[C:3]([C:12]2([CH:15]([NH2:16])[CH3:23])[CH2:13][CH2:14]2)=[N:4][CH:5]=[C:6]([C:8]([F:9])([F:10])[F:11])[CH:7]=1. The catalyst class is: 4. (3) Reactant: N1C2C(=CC(N)=CC=2)N=[CH:3][CH:2]=1.[N+:12]([C:15]1[CH:20]=[CH:19][C:18]([NH2:21])=[C:17]([NH2:22])[CH:16]=1)([O-:14])=[O:13].C(C=O)=O. Product: [N+:12]([C:15]1[CH:16]=[C:17]2[C:18](=[CH:19][CH:20]=1)[N:21]=[CH:3][CH:2]=[N:22]2)([O-:14])=[O:13]. The catalyst class is: 10. (4) Reactant: [BH4-].[Na+].[CH:3]1([C:9](=[O:17])[CH2:10]P(=O)(OC)OC)[CH2:8][CH2:7][CH2:6][CH2:5][CH2:4]1.[CH3:18][O:19][C:20]1[CH:25]=[C:24]([CH:26]=O)[C:23]([C:28]2[N:29]=[CH:30][N:31]([C:33]([C:46]3[CH:51]=[CH:50][CH:49]=[CH:48][CH:47]=3)([C:40]3[CH:45]=[CH:44][CH:43]=[CH:42][CH:41]=3)[C:34]3[CH:39]=[CH:38][CH:37]=[CH:36][CH:35]=3)[CH:32]=2)=[CH:22][N:21]=1. Product: [CH:3]1([C:9](=[O:17])[CH:10]=[CH:26][C:24]2[C:23]([C:28]3[N:29]=[CH:30][N:31]([C:33]([C:40]4[CH:41]=[CH:42][CH:43]=[CH:44][CH:45]=4)([C:46]4[CH:47]=[CH:48][CH:49]=[CH:50][CH:51]=4)[C:34]4[CH:39]=[CH:38][CH:37]=[CH:36][CH:35]=4)[CH:32]=3)=[CH:22][N:21]=[C:20]([O:19][CH3:18])[CH:25]=2)[CH2:4][CH2:5][CH2:6][CH2:7][CH2:8]1. The catalyst class is: 1. (5) Reactant: [CH3:1][O:2][C:3](=[O:48])[CH2:4][CH2:5][CH2:6]/[CH:7]=[CH:8]\[CH2:9][C@H:10]1[C@@H:14]([O:15]C2CCCCO2)[CH2:13][C@@H:12]([O:22]C2CCCCO2)[C@@H:11]1/[CH:29]=[CH:30]/[C@@H:31]([O:41]C1CCCCO1)[CH2:32][CH2:33][C:34]1[S:35][C:36]([CH3:40])=[C:37]([Br:39])[CH:38]=1.C1(C)C=CC(S([O-])(=O)=O)=CC=1.[NH+]1C=CC=CC=1. Product: [CH3:1][O:2][C:3](=[O:48])[CH2:4][CH2:5][CH2:6]/[CH:7]=[CH:8]\[CH2:9][C@H:10]1[C@@H:14]([OH:15])[CH2:13][C@@H:12]([OH:22])[C@@H:11]1/[CH:29]=[CH:30]/[C@@H:31]([OH:41])[CH2:32][CH2:33][C:34]1[S:35][C:36]([CH3:40])=[C:37]([Br:39])[CH:38]=1. The catalyst class is: 5. (6) The catalyst class is: 594. Reactant: [CH2:1]([O:8][C:9]1[CH:18]=[C:17]2[C:12]([C:13]([O:19][C:20]3[CH:21]=[C:22]4[C:26](=[CH:27][CH:28]=3)[NH:25][C:24]([CH3:29])=[C:23]4[CH3:30])=[N:14][CH:15]=[N:16]2)=[CH:11][C:10]=1[O:31][CH3:32])[C:2]1[CH:7]=[CH:6][CH:5]=[CH:4][CH:3]=1.[C:33](O[C:33]([O:35][C:36]([CH3:39])([CH3:38])[CH3:37])=[O:34])([O:35][C:36]([CH3:39])([CH3:38])[CH3:37])=[O:34]. Product: [CH2:1]([O:8][C:9]1[CH:18]=[C:17]2[C:12]([C:13]([O:19][C:20]3[CH:21]=[C:22]4[C:26](=[CH:27][CH:28]=3)[N:25]([C:33]([O:35][C:36]([CH3:39])([CH3:38])[CH3:37])=[O:34])[C:24]([CH3:29])=[C:23]4[CH3:30])=[N:14][CH:15]=[N:16]2)=[CH:11][C:10]=1[O:31][CH3:32])[C:2]1[CH:7]=[CH:6][CH:5]=[CH:4][CH:3]=1. (7) Reactant: [F:1][C:2]1[CH:9]=[C:8]([C:10]2[CH:15]=[CH:14][C:13]([CH2:16][CH2:17][CH3:18])=[CH:12][CH:11]=2)[CH:7]=[C:6]([F:19])[C:3]=1[CH2:4][OH:5].[F:20][C:21]1[CH:22]=[C:23](O)[CH:24]=[C:25]([F:28])[C:26]=1[F:27].C1(P(C2C=CC=CC=2)C2C=CC=CC=2)C=CC=CC=1.CC(OC(/N=N/C(OC(C)C)=O)=O)C. Product: [F:20][C:21]1[CH:22]=[C:23]([O:5][CH2:4][C:3]2[C:2]([F:1])=[CH:9][C:8]([C:10]3[CH:15]=[CH:14][C:13]([CH2:16][CH2:17][CH3:18])=[CH:12][CH:11]=3)=[CH:7][C:6]=2[F:19])[CH:24]=[C:25]([F:28])[C:26]=1[F:27]. The catalyst class is: 1.